This data is from NCI-60 drug combinations with 297,098 pairs across 59 cell lines. The task is: Regression. Given two drug SMILES strings and cell line genomic features, predict the synergy score measuring deviation from expected non-interaction effect. Drug 1: CC1=CC2C(CCC3(C2CCC3(C(=O)C)OC(=O)C)C)C4(C1=CC(=O)CC4)C. Drug 2: CC12CCC3C(C1CCC2O)C(CC4=C3C=CC(=C4)O)CCCCCCCCCS(=O)CCCC(C(F)(F)F)(F)F. Cell line: SN12C. Synergy scores: CSS=4.15, Synergy_ZIP=-1.02, Synergy_Bliss=-0.136, Synergy_Loewe=1.19, Synergy_HSA=1.30.